From a dataset of Forward reaction prediction with 1.9M reactions from USPTO patents (1976-2016). Predict the product of the given reaction. (1) Given the reactants [CH3:1]C1(C)C(C)(C)OB(C2C=CC(C3(C(OCC)=O)CC3)=CC=2)O1.C[C:25]([C:32]1[CH:37]=[CH:36][C:35](B2OC(C)(C)C(C)(C)O2)=[CH:34][CH:33]=1)([CH3:31])[C:26](OCC)=O.[CH3:47][O:48][CH2:49][CH2:50][CH2:51][C:52]1[CH:57]=[CH:56][C:55](C2C=CC(C(C)(C)C(O)=O)=CC=2)=[CH:54][CH:53]=1.[N:70]12[CH2:78][CH2:77][CH:74]([CH2:75][CH2:76]1)[N:73]([C:79]([N:81]1CCN(C3C=CC=CC=3)CC1)=[O:80])[CH2:72][CH2:71]2, predict the reaction product. The product is: [CH3:47][O:48][CH2:49][CH2:50][CH2:51][C:52]1[CH:53]=[CH:54][C:55]([C:35]2[CH:34]=[CH:33][C:32]([C:25]([NH:81][C:79]([NH:73][C:72]3([CH3:1])[CH:74]4[CH2:77][CH2:78][N:70]([CH2:76][CH2:75]4)[CH2:71]3)=[O:80])([CH3:26])[CH3:31])=[CH:37][CH:36]=2)=[CH:56][CH:57]=1. (2) The product is: [C:1]([O:5][C:6]([NH:8][C@@H:9]([CH2:25][CH2:26][CH2:27][NH:28][C:29]([O:43][CH2:42][C:37]1[CH:38]=[CH:39][CH:40]=[CH:41][N:36]=1)=[O:30])[C:10]([NH:12][C:13]1[CH:18]=[CH:17][CH:16]=[CH:15][C:14]=1[CH2:19][CH2:20][C:21]([O:23][CH3:24])=[O:22])=[O:11])=[O:7])([CH3:2])([CH3:4])[CH3:3]. Given the reactants [C:1]([O:5][C:6]([NH:8][C@@H:9]([CH2:25][CH2:26][CH2:27][NH:28][C:29](N1C=CN=C1)=[O:30])[C:10]([NH:12][C:13]1[CH:18]=[CH:17][CH:16]=[CH:15][C:14]=1[CH2:19][CH2:20][C:21]([O:23][CH3:24])=[O:22])=[O:11])=[O:7])([CH3:4])([CH3:3])[CH3:2].[N:36]1[CH:41]=[CH:40][CH:39]=[CH:38][C:37]=1[CH2:42][OH:43], predict the reaction product. (3) Given the reactants FC(F)(F)C(O)=O.[Si]([O:15][CH2:16][CH2:17][N:18]1[C:24]2[N:25]=[CH:26][CH:27]=[CH:28][C:23]=2[C:22]2[CH:29]=[CH:30][CH:31]=[CH:32][C:21]=2[C:20](=[N:33]O)[C:19]1=[O:35])(C(C)(C)C)(C)C, predict the reaction product. The product is: [NH2:33][C@H:20]1[C:21]2[CH:32]=[CH:31][CH:30]=[CH:29][C:22]=2[C:23]2[CH:28]=[CH:27][CH:26]=[N:25][C:24]=2[N:18]([CH2:17][CH2:16][OH:15])[C:19]1=[O:35]. (4) Given the reactants Cl[CH2:2][C:3]([NH:5][C:6]1[CH:11]=[CH:10][CH:9]=[C:8]([N+:12]([O-:14])=[O:13])[CH:7]=1)=[O:4].[CH2:15]([CH2:17][NH2:18])[OH:16], predict the reaction product. The product is: [OH:16][CH2:15][CH2:17][NH:18][CH2:2][C:3]([NH:5][C:6]1[CH:11]=[CH:10][CH:9]=[C:8]([N+:12]([O-:14])=[O:13])[CH:7]=1)=[O:4]. (5) Given the reactants [F:1][C:2]1[CH:3]=[C:4](B(O)O)[CH:5]=[C:6]([F:9])[C:7]=1[F:8].[O:13]=[S:14]1(=[O:31])[CH2:19][CH2:18][N:17]2[CH2:20][CH2:21][CH2:22][C@@H:23]([C:24]3[CH:29]=[CH:28][C:27]([OH:30])=[CH:26][CH:25]=3)[C:16]2=[N:15]1.N1C=CC=CC=1.C(=O)([O-])[O-].[Cs+].[Cs+], predict the reaction product. The product is: [F:1][C:2]1[CH:3]=[C:4]([CH:5]=[C:6]([F:9])[C:7]=1[F:8])[O:30][C:27]1[CH:26]=[CH:25][C:24]([C@H:23]2[C:16]3=[N:15][S:14](=[O:31])(=[O:13])[CH2:19][CH2:18][N:17]3[CH2:20][CH2:21][CH2:22]2)=[CH:29][CH:28]=1. (6) Given the reactants [CH2:1]([O:8][C:9]1[CH:14]=[CH:13][C:12]([C:15]2[NH:16][C:17]3[N:18]([N:28]=[C:29]([C:31]4[NH:35][N:34]=[N:33][N:32]=4)[CH:30]=3)[C:19](=[O:27])[C:20]=2[CH:21]2[CH2:26][CH2:25][CH2:24][CH2:23][CH2:22]2)=[CH:11][CH:10]=1)[C:2]1[CH:7]=[CH:6][CH:5]=[CH:4][CH:3]=1.N1C=NN=N1.[N-]=[N+]=[N-].[Na+].Cl.C(N(CC)CC)C, predict the reaction product. The product is: [CH2:1]([O:8][C:9]1[CH:14]=[CH:13][C:12]([C:15]2[NH:16][C:17]3[N:18]([N:28]=[C:29]([C:31]4[NH:32][N:33]=[N:34][N:35]=4)[CH:30]=3)[C:19](=[O:27])[C:20]=2[CH:21]2[CH2:26][CH2:25][CH2:24][CH2:23][CH2:22]2)=[CH:11][CH:10]=1)[C:2]1[CH:3]=[CH:4][CH:5]=[CH:6][CH:7]=1.